Dataset: Full USPTO retrosynthesis dataset with 1.9M reactions from patents (1976-2016). Task: Predict the reactants needed to synthesize the given product. (1) Given the product [CH:38]([N:4]1[CH2:5][C:6]2[NH:7][C:8]3[CH:9]=[CH:10][CH:11]=[C:12]4[C:15](=[O:17])[NH:34][N:35]=[C:2]([C:14]=2[C:13]=34)[CH2:3]1)([CH3:40])[CH3:37], predict the reactants needed to synthesize it. The reactants are: O=[C:2]1[C:14]2[C:13]3[C:12]([C:15]([O:17]C)=O)=[CH:11][CH:10]=[CH:9][C:8]=3[NH:7][C:6]=2[CH2:5][NH:4][CH2:3]1.CN1CC2NC3C=CC=C4C(=O)[NH:34][N:35]=C(C=2C=34)C1.[CH3:37][C:38]([CH3:40])=O. (2) Given the product [Br:1][C:2]1[CH:7]=[C:6]([F:8])[CH:5]=[CH:4][C:3]=1[O:9][CH2:10][O:11][CH3:12], predict the reactants needed to synthesize it. The reactants are: [Br:1][C:2]1[CH:7]=[C:6]([F:8])[CH:5]=[CH:4][C:3]=1[OH:9].[CH3:10][O:11][CH2:12]OC.O=P12OP3(OP(OP(O3)(O1)=O)(=O)O2)=O.[OH-].[Na+]. (3) Given the product [N+:1]([O-:4])([O:3][CH2:18][CH2:17][CH2:16][CH2:15][CH2:14][CH2:13][Br:12])=[O:2], predict the reactants needed to synthesize it. The reactants are: [N+:1]([O-:4])([OH:3])=[O:2].C(OC(=O)C)(=O)C.[Br:12][CH2:13][CH2:14][CH2:15][CH2:16][CH2:17][CH2:18]O. (4) The reactants are: [C:1]([O:5][C@@H:6]([C:12]1[C:21]([CH3:22])=[CH:20][C:19]2[C:14](=[CH:15][CH:16]=[C:17](Cl)[CH:18]=2)[C:13]=1[O:24][S:25]([C:28]([F:31])([F:30])[F:29])(=[O:27])=[O:26])[C:7]([O:9][CH2:10][CH3:11])=[O:8])([CH3:4])([CH3:3])[CH3:2].C(=O)(O)[O-].[Na+].[CH3:37][N:38](C=O)C. Given the product [C:1]([O:5][C@@H:6]([C:12]1[C:21]([CH3:22])=[CH:20][C:19]2[C:14](=[CH:15][CH:16]=[C:17]([C:37]#[N:38])[CH:18]=2)[C:13]=1[O:24][S:25]([C:28]([F:31])([F:30])[F:29])(=[O:27])=[O:26])[C:7]([O:9][CH2:10][CH3:11])=[O:8])([CH3:4])([CH3:3])[CH3:2], predict the reactants needed to synthesize it.